From a dataset of NCI-60 drug combinations with 297,098 pairs across 59 cell lines. Regression. Given two drug SMILES strings and cell line genomic features, predict the synergy score measuring deviation from expected non-interaction effect. (1) Drug 1: C1=CC=C(C=C1)NC(=O)CCCCCCC(=O)NO. Drug 2: C(CN)CNCCSP(=O)(O)O. Cell line: TK-10. Synergy scores: CSS=6.56, Synergy_ZIP=0.305, Synergy_Bliss=3.53, Synergy_Loewe=-3.36, Synergy_HSA=-0.166. (2) Drug 1: CC1C(C(=O)NC(C(=O)N2CCCC2C(=O)N(CC(=O)N(C(C(=O)O1)C(C)C)C)C)C(C)C)NC(=O)C3=C4C(=C(C=C3)C)OC5=C(C(=O)C(=C(C5=N4)C(=O)NC6C(OC(=O)C(N(C(=O)CN(C(=O)C7CCCN7C(=O)C(NC6=O)C(C)C)C)C)C(C)C)C)N)C. Drug 2: C#CCC(CC1=CN=C2C(=N1)C(=NC(=N2)N)N)C3=CC=C(C=C3)C(=O)NC(CCC(=O)O)C(=O)O. Cell line: K-562. Synergy scores: CSS=76.0, Synergy_ZIP=13.5, Synergy_Bliss=-5.17, Synergy_Loewe=16.6, Synergy_HSA=-2.91.